From a dataset of Forward reaction prediction with 1.9M reactions from USPTO patents (1976-2016). Predict the product of the given reaction. Given the reactants [N+:1]([C:4]1[CH:5]=[C:6]2[C:10](=[CH:11][CH:12]=1)[N:9]([CH2:13][C:14]([NH:16][C@H:17]([C:25]([O:27]CC)=[O:26])[CH2:18][C:19]1[CH:24]=[CH:23][CH:22]=[CH:21][CH:20]=1)=[O:15])[CH:8]=[CH:7]2)([O-])=O.[C:30]1([C:40]2[CH:45]=[CH:44][CH:43]=[CH:42][CH:41]=2)[CH:35]=[CH:34][C:33]([S:36](Cl)(=[O:38])=[O:37])=[CH:32][CH:31]=1, predict the reaction product. The product is: [C:30]1([C:40]2[CH:45]=[CH:44][CH:43]=[CH:42][CH:41]=2)[CH:35]=[CH:34][C:33]([S:36]([NH:1][C:4]2[CH:5]=[C:6]3[C:10](=[CH:11][CH:12]=2)[N:9]([CH2:13][C:14]([NH:16][C@H:17]([C:25]([OH:27])=[O:26])[CH2:18][C:19]2[CH:20]=[CH:21][CH:22]=[CH:23][CH:24]=2)=[O:15])[CH:8]=[CH:7]3)(=[O:38])=[O:37])=[CH:32][CH:31]=1.